The task is: Predict the reactants needed to synthesize the given product.. This data is from Full USPTO retrosynthesis dataset with 1.9M reactions from patents (1976-2016). (1) The reactants are: [CH2:1]([OH:11])[C:2]1[CH:10]=[CH:9][C:7]([OH:8])=[C:4]([O:5][CH3:6])[CH:3]=1.[C:12](OCC)(=[O:14])[CH3:13]. Given the product [C:12]([O:11][CH2:1][C:2]1[CH:10]=[CH:9][C:7]([OH:8])=[C:4]([O:5][CH3:6])[CH:3]=1)(=[O:14])[CH3:13], predict the reactants needed to synthesize it. (2) Given the product [I:1][C:2]1[CH:3]=[CH:4][C:5]2[N:6]([CH:10]=[C:11]([NH:13][C:14](=[O:20])[O:15][C:16]([CH3:19])([CH3:18])[CH3:17])[N:8]=2)[N:7]=1, predict the reactants needed to synthesize it. The reactants are: [I:1][C:2]1[N:7]=[N:6][C:5]([NH2:8])=[CH:4][CH:3]=1.Cl[CH2:10][C:11]([NH:13][C:14](=[O:20])[O:15][C:16]([CH3:19])([CH3:18])[CH3:17])=O.P([O-])([O-])(O)=O.[Na+].[Na+].CC(N(C)C)=O. (3) Given the product [Br:12][C:5]1[C:6]2[C:11](=[CH:10][CH:9]=[CH:8][CH:7]=2)[C:2]([N:36]2[CH2:35][CH2:34][CH:33]([N:32]([CH3:39])[C:31](=[O:40])[O:30][C:26]([CH3:27])([CH3:28])[CH3:29])[CH2:38][CH2:37]2)=[N:3][N:4]=1, predict the reactants needed to synthesize it. The reactants are: Br[C:2]1[C:11]2[C:6](=[CH:7][CH:8]=[CH:9][CH:10]=2)[C:5]([Br:12])=[N:4][N:3]=1.CN1CCCC1=O.C(=O)([O-])[O-].[K+].[K+].[C:26]([O:30][C:31](=[O:40])[N:32]([CH3:39])[CH:33]1[CH2:38][CH2:37][NH:36][CH2:35][CH2:34]1)([CH3:29])([CH3:28])[CH3:27]. (4) The reactants are: CS(O[CH2:6][CH2:7][C:8]1[O:9][C:10]2[CH:16]=[CH:15][C:14]([C:17]3[CH:22]=[CH:21][C:20]([C:23]#[N:24])=[CH:19][CH:18]=3)=[CH:13][C:11]=2[CH:12]=1)(=O)=O.[CH2:25]([NH:27][CH:28]([CH3:30])[CH3:29])[CH3:26]. Given the product [CH2:25]([N:27]([CH:28]([CH3:30])[CH3:29])[CH2:6][CH2:7][C:8]1[O:9][C:10]2[CH:16]=[CH:15][C:14]([C:17]3[CH:22]=[CH:21][C:20]([C:23]#[N:24])=[CH:19][CH:18]=3)=[CH:13][C:11]=2[CH:12]=1)[CH3:26], predict the reactants needed to synthesize it. (5) Given the product [CH3:1][N:2]([CH3:15])[C:3]1[C:10]([C:11]([F:14])([F:13])[F:12])=[CH:9][CH:8]=[CH:7][C:22]=1[C:21]([OH:24])=[O:16], predict the reactants needed to synthesize it. The reactants are: [CH3:1][N:2]([CH3:15])[C:3]1[C:10]([C:11]([F:14])([F:13])[F:12])=[CH:9][CH:8]=[CH:7]C=1C#N.[OH-:16].[Na+].[Cl-].[Na+].Cl.[CH2:21]([OH:24])[CH2:22]O. (6) The reactants are: [Br:1][C:2]1[CH:7]=[CH:6][N:5]=[C:4]([NH2:8])[CH:3]=1.[C:9](O[C:9]([O:11][C:12]([CH3:15])([CH3:14])[CH3:13])=[O:10])([O:11][C:12]([CH3:15])([CH3:14])[CH3:13])=[O:10]. Given the product [Br:1][C:2]1[CH:7]=[CH:6][N:5]=[C:4]([NH:8][C:9](=[O:10])[O:11][C:12]([CH3:15])([CH3:14])[CH3:13])[CH:3]=1, predict the reactants needed to synthesize it. (7) Given the product [F:48][C:2]([F:1])([F:49])[CH2:3][CH2:4][C@@H:5]([C:21](=[O:47])[NH:22][C@@H:23]1[C:29](=[O:30])[N:28]([C:31]2[CH:36]=[CH:35][CH:34]=[CH:33][N:32]=2)[C:27]2[CH:37]=[CH:38][CH:39]=[CH:40][C:26]=2[C:25]([C:41]2[CH:46]=[CH:45][CH:44]=[CH:43][CH:42]=2)=[N:24]1)[C@H:6]([CH2:14][CH2:15][CH2:16][C:17]([F:20])([F:18])[F:19])[C:7]([OH:9])=[O:8], predict the reactants needed to synthesize it. The reactants are: [F:1][C:2]([F:49])([F:48])[CH2:3][CH2:4][C@@H:5]([C:21](=[O:47])[NH:22][C@@H:23]1[C:29](=[O:30])[N:28]([C:31]2[CH:36]=[CH:35][CH:34]=[CH:33][N:32]=2)[C:27]2[CH:37]=[CH:38][CH:39]=[CH:40][C:26]=2[C:25]([C:41]2[CH:46]=[CH:45][CH:44]=[CH:43][CH:42]=2)=[N:24]1)[C@H:6]([CH2:14][CH2:15][CH2:16][C:17]([F:20])([F:19])[F:18])[C:7]([O:9]C(C)(C)C)=[O:8].C(O)(C(F)(F)F)=O. (8) Given the product [CH2:1]1[C:5]2[CH:6]=[CH:7][CH:8]=[C:9]([O:10][C:11]3[CH:12]=[CH:13][C:14]([N:17]4[C:18](=[O:22])[C@@H:19]([CH3:21])[NH:20][C:24]4=[O:26])=[CH:15][CH:16]=3)[C:4]=2[CH2:3][O:2]1, predict the reactants needed to synthesize it. The reactants are: [CH2:1]1[C:5]2[CH:6]=[CH:7][CH:8]=[C:9]([O:10][C:11]3[CH:16]=[CH:15][C:14]([NH:17][C:18](=[O:22])[C@@H:19]([CH3:21])[NH2:20])=[CH:13][CH:12]=3)[C:4]=2[CH2:3][O:2]1.Cl[C:24](Cl)([O:26]C(=O)OC(Cl)(Cl)Cl)Cl.C([O-])(O)=O.[Na+]. (9) The reactants are: [Cl:1][C:2]1[CH:3]=[C:4]([CH:38]=[CH:39][C:40]=1[F:41])[C:5]([NH:7][C:8]1[N:13]=[CH:12][C:11]([NH:14][C:15]2[C:24]3[C:19](=[CH:20][C:21]([O:27][CH2:28][CH:29]4[CH2:34][CH2:33][N:32]([CH2:35][CH2:36][OH:37])[CH2:31][CH2:30]4)=[C:22]([O:25][CH3:26])[CH:23]=3)[N:18]=[CH:17][N:16]=2)=[CH:10][N:9]=1)=[O:6].N1C=NN=N1.C(N(CC)[P:50]([O:59][CH2:60][C:61]1[CH:66]=[CH:65][CH:64]=[CH:63][CH:62]=1)[O:51][CH2:52][C:53]1[CH:58]=[CH:57][CH:56]=[CH:55][CH:54]=1)C.ClC1C=C(C=CC=1)C(OO)=[O:74].S(S([O-])=O)([O-])(=O)=O.[Na+].[Na+]. Given the product [NH3:7].[P:50]([O:37][CH2:36][CH2:35][N:32]1[CH2:31][CH2:30][CH:29]([CH2:28][O:27][C:21]2[CH:20]=[C:19]3[C:24]([C:15]([NH:14][C:11]4[CH:10]=[N:9][C:8]([NH:7][C:5](=[O:6])[C:4]5[CH:38]=[CH:39][C:40]([F:41])=[C:2]([Cl:1])[CH:3]=5)=[N:13][CH:12]=4)=[N:16][CH:17]=[N:18]3)=[CH:23][C:22]=2[O:25][CH3:26])[CH2:34][CH2:33]1)([O:51][CH2:52][C:53]1[CH:54]=[CH:55][CH:56]=[CH:57][CH:58]=1)([O:59][CH2:60][C:61]1[CH:62]=[CH:63][CH:64]=[CH:65][CH:66]=1)=[O:74], predict the reactants needed to synthesize it. (10) Given the product [F:11][C:10]([F:13])([F:12])[C:4]1[CH:3]=[C:2]([CH:16]=[CH2:17])[CH:9]=[CH:8][C:5]=1[C:6]#[N:7], predict the reactants needed to synthesize it. The reactants are: Br[C:2]1[CH:9]=[CH:8][C:5]([C:6]#[N:7])=[C:4]([C:10]([F:13])([F:12])[F:11])[CH:3]=1.[F-].[Cs+].[CH2:16](P(CCCC)CCCC)[CH2:17]CC.C([Sn](CCCC)(CCCC)C=C)CCC.[F-].[K+].